From a dataset of Full USPTO retrosynthesis dataset with 1.9M reactions from patents (1976-2016). Predict the reactants needed to synthesize the given product. (1) Given the product [Cl:23][C:24]1[C:29]([C:30]2[N:31]=[C:32]([N:42]3[CH2:47][CH2:46][O:45][CH2:44][CH2:43]3)[S:33][C:34]=2[C:35]2[CH:40]=[CH:39][N:38]=[C:37]([Cl:41])[N:36]=2)=[CH:28][CH:27]=[CH:26][C:25]=1[NH2:48], predict the reactants needed to synthesize it. The reactants are: ClC1N=C(C2SC(C(C)C)=NC=2C2C=C(C=CC=2)N)C=CN=1.[Cl:23][C:24]1[C:29]([C:30]2[N:31]=[C:32]([N:42]3[CH2:47][CH2:46][O:45][CH2:44][CH2:43]3)[S:33][C:34]=2[C:35]2[CH:40]=[CH:39][N:38]=[C:37]([Cl:41])[N:36]=2)=[CH:28][CH:27]=[CH:26][C:25]=1[NH:48]C(=O)OCC=C. (2) Given the product [Cl:8][C:6]1[N:5]2[N:23]=[C:10]([NH2:12])[N:9]=[C:4]2[CH:3]=[C:2]([Cl:1])[CH:7]=1, predict the reactants needed to synthesize it. The reactants are: [Cl:1][C:2]1[CH:7]=[C:6]([Cl:8])[N:5]=[C:4]([NH:9][C:10]([NH:12]C(=O)OCC)=S)[CH:3]=1.Cl.NO.CC[N:23](C(C)C)C(C)C.